From a dataset of Catalyst prediction with 721,799 reactions and 888 catalyst types from USPTO. Predict which catalyst facilitates the given reaction. (1) Reactant: [CH3:1][C:2]1[C:9]([CH3:10])=[CH:8][CH:7]=[CH:6][C:3]=1[CH2:4][NH2:5].C(N(CC)CC)C.Cl[C:19](Cl)([O:21]C(=O)OC(Cl)(Cl)Cl)Cl. Product: [N:5]([CH2:4][C:3]1[CH:6]=[CH:7][CH:8]=[C:9]([CH3:10])[C:2]=1[CH3:1])=[C:19]=[O:21]. The catalyst class is: 4. (2) Reactant: [CH3:1][CH:2]([CH3:9])[CH2:3][CH:4]=[CH:5][N+:6]([O-:8])=[O:7].[CH3:10][C:11]1[C:15]([N+:16]([O-:18])=[O:17])=[C:14]([CH3:19])[O:13][N:12]=1. Product: [CH3:10][C:11]1[C:15]([N+:16]([O-:18])=[O:17])=[C:14]([CH2:19][CH:4]([CH2:5][N+:6]([O-:8])=[O:7])[CH2:3][CH:2]([CH3:9])[CH3:1])[O:13][N:12]=1. The catalyst class is: 4.